Dataset: Experimentally validated miRNA-target interactions with 360,000+ pairs, plus equal number of negative samples. Task: Binary Classification. Given a miRNA mature sequence and a target amino acid sequence, predict their likelihood of interaction. (1) The miRNA is mmu-miR-99a-5p with sequence AACCCGUAGAUCCGAUCUUGUG. The protein sequence of the target gene is MDEEPERTKRWEGGYERTWEILKEDETGSLKATIEDILFKAKRKRVFEHHGQVRLGMMRHLYVVVDGSRTMEDQDLKPNRLTCTLKLLEYFVEEYFDQNPISQIGIIVTKSKRAEKLTELSGNPRKHITSLKKAVDMTCHGEPSLYNSLSMAMQTLKHMPGHTSREVLIIFSSLTTCDPSNIYDLIKTLKTAKIRVSVIGLSAEVRVCTVLARETGGTYHVILDETHYKELLAHHVSPPPASSSSECSLIRMGFPQHTIASLSDQDAKPSFSMAHLDNNSTEPGLTLGGYFCPQCRAKYC.... Result: 0 (no interaction). (2) The miRNA is hsa-miR-373-3p with sequence GAAGUGCUUCGAUUUUGGGGUGU. The protein sequence of the target gene is MAEGGAADLDTQRSDIATLLKTSLRKGDTWYLVDSRWFKQWKKYVGFDSWDKYQMGDQNVYPGPIDNSGLLKDGDAQSLKEHLIDELDYILLPTEGWNKLVSWYTLMEGQEPIARKVVEQGMFVKHCKVEVYLTELKLCENGNMNNVVTRRFSKADTIDTIEKEIRKIFSIPDEKETRLWNKYMSNTFEPLNKPDSTIQDAGLYQGQVLVIEQKNEDGTWPRGPSTPKSPGASNFSTLPKISPSSLSNNYNNMNNRNVKNSNYCLPSYTAYKNYDYSEPGRNNEQPGLCGLSNLGNTCFM.... Result: 1 (interaction). (3) The miRNA is hsa-miR-653-3p with sequence UUCACUGGAGUUUGUUUCAAUA. The protein sequence of the target gene is MGTEKESPEPDCQKQFQAAVSVIQNLPKNGSYRPSYEEMLRFYSYYKQATMGPCLVPRPGFWDPIGRYKWDAWNSLGKMSREEAMSAYITEMKLVAQKVIDTVPLGEVAEDMFGYFEPLYQVIPDMPRPPETFLRRVTGWKEQVVNGDVGAVSEPPCLPKEPAPPSPESHSPRDLDSEVFCDSLEQLEPELSSGQHLEESVIPGTAPCPPQRKRGCGAARRGPRSWTCGCWGQFEHYRRACRRCRRGCRAWRACPGPLSSLTLSVRLE. Result: 0 (no interaction). (4) Result: 0 (no interaction). The protein sequence of the target gene is MAGPLQGGGARALDLLRGLPRVSLANLKPNPGSKKPERRPRGRRRGRKCGRGHKGERQRGTRPRLGFEGGQTPFYIRIPKYGFNEGHSFRRQYKPLSLNRLQYLIDLGRVDPSQPIDLTQLVNGRGVTIQPLKRDYGVQLVEEGADTFTAKVNIEVQLASELAIAAIEKNGGVVTTAFYDPRSLDIVCKPVPFFLRGQPIPKRMLPPEELVPYYTDAKNRGYLADPAKFPEARLELARKYGYILPDITKDELFKMLCTRKDPRQIFFGLAPGWVVNMADKKILKPTDENLLKYYTS. The miRNA is hsa-miR-1324 with sequence CCAGACAGAAUUCUAUGCACUUUC. (5) The miRNA is mmu-miR-3473b with sequence GGGCUGGAGAGAUGGCUCAG. The protein sequence of the target gene is MEIIRSNFKINLHKVYQAIEEADFFAIDGEFSGISDGPSVTALTSGFDTPEERYQKLKKHSMDFLLFQFGLCAFKYDHTDSKHVTKSFNFYVFPKPFSRSSPDVKFVCQSSSIDFLASQGFDFNKVFCSGIPYLNQEEERQLREQFDEKRSQANGAGALAKCPVTIPEDQKKFIDQVIEKIEDFLQSEEKRSLELDPCTGFQRKLIYQTLSWKYPKGIHVETLETDKKERHIVISKVDEEERKRREQEKYTKEQEELNDAVGFSRVIHAIANSGKLVVGHNMLLDVMHTIHQFYCPLPAD.... Result: 0 (no interaction). (6) The miRNA is hsa-miR-3184-5p with sequence UGAGGGGCCUCAGACCGAGCUUUU. The protein sequence of the target gene is MPRLPVKKIRKQMKLLLLLLLLSCAAWLTYVHLGLVRQGRALRQRLGYGRDGEKLTSETDGRGVHAAPSTQRAEDSSESREEEQAPEGRDLDMLFPGGAGRLPLNFTHQTPPWREEYKGQVNLHVFEDWCGGAVGHLRRNLHFPLFPHTRTTVKKLAVSPKWKNYGLRIFGFIHPARDGDVQFSVASDDNSEFWLSLDESPAAAQLVAFVGKTGSEWTAPGEFTKFSSQVSKPRRLMASRRYYFELLHKQDDRGSDHVEVGWRAFLPGLKFEVISSAHISLYTDESALKMDHVAHVPQSP.... Result: 1 (interaction). (7) The miRNA is mmu-miR-10b-5p with sequence UACCCUGUAGAACCGAAUUUGUG. The protein sequence of the target gene is MWSCSWFNGTGLVEELPACQDLQLGLSLLSLLGLVVGVPVGLCYNALLVLANLHSKASMTMPDVYFVNMAVAGLVLSALAPVHLLGPPSSRWALWSVGGEVHVALQIPFNVSSLVAMYSTALLSLDHYIERALPRTYMASVYNTRHVCGFVWGGALLTSFSSLLFYICSHVSTRALECAKMQNAEAADATLVFIGYVVPALATLYALVLLSRVRREDTPLDRDTGRLEPSAHRLLVATVCTQFGLWTPHYLILLGHTVIISRGKPVDAHYLGLLHFVKDFSKLLAFSSSFVTPLLYRYMN.... Result: 0 (no interaction). (8) Result: 0 (no interaction). The protein sequence of the target gene is MELENQTRVTKFILVGFPGSLSMRAAMFLIFLVAYILTVAENVIIILLVLQNRPLHKPMYFFLANLSFLETWYISVTVPKLLFSFWSVNNSISFTLCMIQLYFFIALMCTECVLLAAMAYDRYVAICRPLHYPTIMSHGLCFRLALGSWAIGFGISLAKIYFISCLSFCGPNVINHFFCDISPVLNLSCTDMSITELVDFILALVIFLFPLFITVLSYGCILATILCMPTGKQKAFSTCASHLVVVTIFYSAIIFMYARPRVIHAFNMNKIISIFYAIVTPSLNPFIYCLRNREVKEALK.... The miRNA is hsa-miR-4670-5p with sequence AAGCGACCAUGAUGUAACUUCA. (9) The miRNA is mmu-miR-466l-3p with sequence UAUAAAUACAUGCACACAUAUU. The protein sequence of the target gene is MGDKGTRVFKKASPNGKLTVYLGKRDFVDHIDLVDPVDGVVLVDPEYLKERRVYVTLTCAFRYGREDLDVLGLTFRKDLFVANVQSFPPAPEDKKPLTRLQERLIKKLGEHACPFTFEIPPNLPCSVTLQPGPEDTGKACGVDYEVKAFCAENLEEKIHKRNSVRLVIRKVQYAPERPGPQPTAETTRQFLMSDKPLHLEASLDKEIYYHGEPISVNVHVTNNTNKTVKKIKISVRQYADICLFNTAQYKCPVAMEEADDNVAPSSTFCKVYTLTPFLANNREKRGLALDGKLKHEDTNL.... Result: 0 (no interaction). (10) The miRNA is mmu-miR-3095-5p with sequence AAGCUUUCUCAUCUGUGACACU. The protein sequence of the target gene is MKKSQREDIFKKMSEEMDNITAEEIIDKHLQKDLDAEENQNVAKTLRGKVREKLKISKINKGEKSSTEQLIDSEIHQRSKLSPQTEVSLDESLSFFILSGEEGSALGKSSEQRPVNRSYPKCFSLGVNLQNVAESEEEEFMKEFILTDILKVKAADYEDDQEQIKKQKANIFVPSSSPVVNQRKLPKDMMPRILEDEGFYIQRKPEIYKKTCNKMENRLLKLEEGKCWFGESGEIMSLPTPIKQSWNFRLNVRKEPLNPLLKTIYRKAVKYDLGSSFMNKMEGSREIYQLDLNIVGLQFS.... Result: 0 (no interaction).